This data is from Catalyst prediction with 721,799 reactions and 888 catalyst types from USPTO. The task is: Predict which catalyst facilitates the given reaction. (1) Reactant: [P:1]([O:5][CH2:6][CH2:7][O:8][C:9]1[CH:14]=[CH:13][C:12]([C:15]2[C:20]([C:21]#[N:22])=[C:19]([S:23][CH2:24][C:25]3[N:26]=[C:27]([C:30]4[CH:35]=[CH:34][C:33]([Cl:36])=[CH:32][CH:31]=4)[S:28][CH:29]=3)[N:18]=[C:17]([NH2:37])[C:16]=2[C:38]#[N:39])=[CH:11][CH:10]=1)([OH:4])([OH:3])=[O:2].O.O.O.C([O-])(=O)C.[Ca+2:47].C([O-])(=O)C. Product: [Ca:47].[P:1]([O:5][CH2:6][CH2:7][O:8][C:9]1[CH:10]=[CH:11][C:12]([C:15]2[C:20]([C:21]#[N:22])=[C:19]([S:23][CH2:24][C:25]3[N:26]=[C:27]([C:30]4[CH:31]=[CH:32][C:33]([Cl:36])=[CH:34][CH:35]=4)[S:28][CH:29]=3)[N:18]=[C:17]([NH2:37])[C:16]=2[C:38]#[N:39])=[CH:13][CH:14]=1)([OH:4])([OH:3])=[O:2]. The catalyst class is: 3. (2) Product: [F:35][C:36]([F:41])([F:40])[C:37]([OH:39])=[O:38].[NH2:7][C@H:8]([CH2:24][C:25]1[CH:30]=[C:29]([F:31])[C:28]([F:32])=[CH:27][C:26]=1[F:33])[CH2:9][C:10]([N:11]1[CH2:17][C:16]2[CH:18]=[CH:19][CH:20]=[CH:21][C:15]=2[NH:14][C:13](=[O:22])[CH2:12]1)=[O:23]. The catalyst class is: 2. Reactant: C(OC(=O)[NH:7][C@H:8]([CH2:24][C:25]1[CH:30]=[C:29]([F:31])[C:28]([F:32])=[CH:27][C:26]=1[F:33])[CH2:9][C:10](=[O:23])[N:11]1[CH2:17][C:16]2[CH:18]=[CH:19][CH:20]=[CH:21][C:15]=2[NH:14][C:13](=[O:22])[CH2:12]1)(C)(C)C.[F:35][C:36]([F:41])([F:40])[C:37]([OH:39])=[O:38].CCCCCC. (3) Reactant: [CH3:1][O:2][CH2:3][CH2:4][O:5][C:6]1[CH:7]=[CH:8][C:9]([CH3:37])=[C:10]([C:12]2[C:13]3[CH:20]=[C:19]([CH2:21][O:22][C:23]4[N:28]=[CH:27][C:26](OC(=O)CCC#CC)=[CH:25][CH:24]=4)[CH:18]=[CH:17][C:14]=3[S:15][CH:16]=2)[CH:11]=1.[Li+].[OH-:39].Cl. Product: [CH3:1][O:2][CH2:3][CH2:4][O:5][C:6]1[CH:7]=[CH:8][C:9]([CH3:37])=[C:10]([C:12]2[C:13]3[CH:20]=[C:19]([CH2:21][O:22][C:23]4[N:28]=[CH:27][C:26]([C@@H:10]([C:9]#[C:8][CH3:7])[CH2:11][C:6]([OH:5])=[O:39])=[CH:25][CH:24]=4)[CH:18]=[CH:17][C:14]=3[S:15][CH:16]=2)[CH:11]=1. The catalyst class is: 14. (4) Reactant: [Br:1][C:2]1[CH:3]=[CH:4][C:5]([O:16][CH2:17][C:18]2[CH:23]=[CH:22][C:21]([C:24]([F:27])([F:26])[F:25])=[CH:20][CH:19]=2)=[C:6]([CH2:8][N:9]2[CH2:14][CH2:13][CH:12](O)[CH2:11][CH2:10]2)[CH:7]=1.CCN(S(F)(F)[F:34])CC. Product: [Br:1][C:2]1[CH:3]=[CH:4][C:5]([O:16][CH2:17][C:18]2[CH:23]=[CH:22][C:21]([C:24]([F:27])([F:26])[F:25])=[CH:20][CH:19]=2)=[C:6]([CH2:8][N:9]2[CH2:14][CH2:13][CH:12]([F:34])[CH2:11][CH2:10]2)[CH:7]=1. The catalyst class is: 2. (5) Reactant: [Cl:1][C:2]1[CH:7]=[CH:6][C:5]([NH:8][C:9]2[C:14]([Cl:15])=[CH:13][C:12]([C:16]3[NH:17][CH:18]=[CH:19][CH:20]=3)=[CH:11][N:10]=2)=[CH:4][CH:3]=1.[H-].[Na+].I[CH2:24][CH3:25]. Product: [Cl:15][C:14]1[C:9]([NH:8][C:5]2[CH:4]=[CH:3][C:2]([Cl:1])=[CH:7][CH:6]=2)=[N:10][CH:11]=[C:12]([C:16]2[N:17]([CH2:24][CH3:25])[CH:18]=[CH:19][CH:20]=2)[CH:13]=1. The catalyst class is: 18.